Dataset: Serine/threonine kinase 33 screen with 319,792 compounds. Task: Binary Classification. Given a drug SMILES string, predict its activity (active/inactive) in a high-throughput screening assay against a specified biological target. (1) The drug is FC(F)(F)C1(O)N(N=C(C1)CC)C(=O)c1cccnc1. The result is 0 (inactive). (2) The compound is Fc1ccc(c2nc(N)c(c(c2C)c2oc(cc2)C)C#N)cc1. The result is 0 (inactive). (3) The compound is O1C(CCC1)C(=O)Nc1cc2CN(CCc2cc1)Cc1c(O)cccc1. The result is 0 (inactive). (4) The molecule is O=C(NNC(=O)c1ccc(cc1)C)C(NC(=O)c1c(NC(=O)c2ccc(OC)cc2)cccc1)Cc1ccc(O)cc1. The result is 0 (inactive).